From a dataset of Full USPTO retrosynthesis dataset with 1.9M reactions from patents (1976-2016). Predict the reactants needed to synthesize the given product. (1) Given the product [OH:1][C@@H:2]([CH3:19])[CH2:3][CH2:4][CH2:5][CH2:6][N:7]1[C:16](=[O:17])[C:15]2[N:14]([CH3:18])[CH:13]=[N:12][C:11]=2[NH:10][C:8]1=[O:9], predict the reactants needed to synthesize it. The reactants are: [OH:1][C@H:2]([CH3:19])[CH2:3][CH2:4][CH2:5][CH2:6][N:7]1[C:16](=[O:17])[C:15]2[N:14]([CH3:18])[CH:13]=[N:12][C:11]=2[NH:10][C:8]1=[O:9].C(N1C2C(=O)N(CCCC[C@@H](O)C)C(=O)N(C)C=2N=C1)C1C=CC=CC=1.C(N1C2C(=O)N(CCCC[C@H](O)C)C(=O)N(C)C=2N=C1)C1C=CC=CC=1. (2) Given the product [CH3:15][O:14][C:13]1[C:8]([N:1]2[CH2:6][CH2:5][NH:4][CH2:3][CH2:2]2)=[N:9][CH:10]=[N:11][CH:12]=1, predict the reactants needed to synthesize it. The reactants are: [NH:1]1[CH2:6][CH2:5][NH:4][CH2:3][CH2:2]1.Cl[C:8]1[C:13]([O:14][CH3:15])=[C:12](Cl)[N:11]=[CH:10][N:9]=1.[H][H]. (3) The reactants are: [CH2:1]([N:3]([CH2:14][CH3:15])[C:4]([CH:6]1[CH2:11][CH2:10][CH2:9][CH:8](Br)[C:7]1=O)=[O:5])[CH3:2].[F:16][CH2:17][CH2:18][NH:19][C:20]1[CH:25]=[CH:24][CH:23]=[C:22]([F:26])[CH:21]=1. Given the product [CH2:1]([N:3]([CH2:14][CH3:15])[C:4]([CH:6]1[C:7]2[C:25]3[C:20](=[CH:21][C:22]([F:26])=[CH:23][CH:24]=3)[N:19]([CH2:18][CH2:17][F:16])[C:8]=2[CH2:9][CH2:10][CH2:11]1)=[O:5])[CH3:2].[CH2:1]([N:3]([CH2:14][CH3:15])[C:4]([CH:6]1[C:7]2[C:21]3[C:20](=[CH:25][CH:24]=[CH:23][C:22]=3[F:26])[N:19]([CH2:18][CH2:17][F:16])[C:8]=2[CH2:9][CH2:10][CH2:11]1)=[O:5])[CH3:2], predict the reactants needed to synthesize it. (4) The reactants are: Br[CH2:2][CH2:3][CH2:4][CH2:5]Br.[C:7]([O:14][C:15]([CH3:18])([CH3:17])[CH3:16])(=[O:13])[CH2:8][C:9]([O:11][CH3:12])=[O:10].C(=O)([O-])[O-].[Cs+].[Cs+].F[B-](F)(F)F.C(N1C=C[N+](C)=C1)CCC. Given the product [C:8]1([C:9]([O:11][CH3:12])=[O:10])([C:7]([O:14][C:15]([CH3:18])([CH3:17])[CH3:16])=[O:13])[CH2:5][CH2:4][CH2:3][CH2:2]1, predict the reactants needed to synthesize it. (5) Given the product [Cl:50][C:51]1[C:52]([C:59]2[CH:60]=[N:61][C:62]([C:65]([F:67])([F:66])[F:68])=[CH:63][CH:64]=2)=[CH:53][C:54]([CH2:57][NH:58][C:14]([C@@H:9]2[CH2:10][C@@H:11]([F:13])[CH2:12][N:8]2[C:6]([O:5][C:1]([CH3:2])([CH3:3])[CH3:4])=[O:7])=[O:16])=[N:55][CH:56]=1, predict the reactants needed to synthesize it. The reactants are: [C:1]([O:5][C:6]([N:8]1[CH2:12][C@H:11]([F:13])[CH2:10][C@H:9]1[C:14]([OH:16])=O)=[O:7])([CH3:4])([CH3:3])[CH3:2].CCN(C(C)C)C(C)C.CN(C(ON1N=NC2C=CC=NC1=2)=[N+](C)C)C.F[P-](F)(F)(F)(F)F.[Cl:50][C:51]1[C:52]([C:59]2[CH:60]=[N:61][C:62]([C:65]([F:68])([F:67])[F:66])=[CH:63][CH:64]=2)=[CH:53][C:54]([CH2:57][NH2:58])=[N:55][CH:56]=1. (6) The reactants are: Cl[C:2]1[N:7]([CH3:8])[C:6](=[O:9])[N:5]([CH3:10])[C:4](=[O:11])[C:3]=1[CH:12]=[O:13].[CH3:14][S-:15].[Na+]. Given the product [CH3:8][N:7]1[C:2]([S:15][CH3:14])=[C:3]([CH:12]=[O:13])[C:4](=[O:11])[N:5]([CH3:10])[C:6]1=[O:9], predict the reactants needed to synthesize it. (7) Given the product [C:4]([O:3][C:1](=[O:2])[NH:8][C@H:9]([C:14](=[O:16])[NH:29][C:26]1[CH:25]=[CH:24][C:23]([O:22][CH2:21][C:20]2[CH:30]=[CH:31][CH:32]=[C:18]([F:17])[CH:19]=2)=[CH:28][CH:27]=1)[CH2:10][CH2:11][S:12][CH3:13])([CH3:5])([CH3:6])[CH3:7], predict the reactants needed to synthesize it. The reactants are: [C:1]([NH:8][C@H:9]([C:14]([OH:16])=O)[CH2:10][CH2:11][S:12][CH3:13])([O:3][C:4]([CH3:7])([CH3:6])[CH3:5])=[O:2].[F:17][C:18]1[CH:19]=[C:20]([CH:30]=[CH:31][CH:32]=1)[CH2:21][O:22][C:23]1[CH:28]=[CH:27][C:26]([NH2:29])=[CH:25][CH:24]=1.CN(C(ON1N=NC2C=CC=CC1=2)=[N+](C)C)C.F[P-](F)(F)(F)(F)F. (8) Given the product [Cl:33][C:28]1[CH:29]=[CH:30][CH:31]=[CH:32][C:27]=1[CH2:26][C:25]1[C:24]([N:34]2[CH2:39][CH2:38][CH2:37][C@@H:36]([NH:40][C:41](=[O:47])[O:42][C:43]([CH3:46])([CH3:45])[CH3:44])[CH2:35]2)=[N:23][N:21]2[CH:22]=[C:17]([C:15]#[N:14])[N:18]([CH3:49])[C:19](=[O:48])[C:20]=12, predict the reactants needed to synthesize it. The reactants are: FC(F)(F)C(OC(=O)C(F)(F)F)=O.[NH2:14][C:15]([C:17]1[N:18]([CH3:49])[C:19](=[O:48])[C:20]2[N:21]([N:23]=[C:24]([N:34]3[CH2:39][CH2:38][CH2:37][C@@H:36]([NH:40][C:41](=[O:47])[O:42][C:43]([CH3:46])([CH3:45])[CH3:44])[CH2:35]3)[C:25]=2[CH2:26][C:27]2[CH:32]=[CH:31][CH:30]=[CH:29][C:28]=2[Cl:33])[CH:22]=1)=O.